Predict the product of the given reaction. From a dataset of Forward reaction prediction with 1.9M reactions from USPTO patents (1976-2016). (1) Given the reactants [Br:1][C:2]1[CH:29]=[CH:28][CH:27]=[CH:26][C:3]=1[CH2:4][C:5]1[O:6][C:7]([CH3:25])=[C:8]([CH3:24])[C:9]=1[C:10]([C:12]1[CH:17]=[CH:16][C:15]([OH:18])=[C:14]([CH:19]2[CH2:23][CH2:22][CH2:21][CH2:20]2)[CH:13]=1)=[O:11].Cl[S:31]([C:34]1[CH:42]=[CH:41][C:37]([C:38]([OH:40])=[O:39])=[C:36]([OH:43])[CH:35]=1)(=[O:33])=[O:32], predict the reaction product. The product is: [Br:1][C:2]1[CH:29]=[CH:28][CH:27]=[CH:26][C:3]=1[CH2:4][C:5]1[O:6][C:7]([CH3:25])=[C:8]([CH3:24])[C:9]=1[C:10]([C:12]1[CH:17]=[CH:16][C:15]([O:18][S:31]([C:34]2[CH:42]=[CH:41][C:37]([C:38]([OH:40])=[O:39])=[C:36]([OH:43])[CH:35]=2)(=[O:33])=[O:32])=[C:14]([CH:19]2[CH2:23][CH2:22][CH2:21][CH2:20]2)[CH:13]=1)=[O:11]. (2) The product is: [F:45][C:46]1[CH:47]=[CH:48][C:49]([C:52]2[CH:56]=[C:55]([C:57]([N:40]3[CH2:39][C@H:38]([CH:41]([CH3:43])[CH3:42])[NH:37][C:36](=[O:44])[C@@H:35]3[CH2:31][CH:32]([CH3:34])[CH3:33])=[O:58])[O:54][N:53]=2)=[CH:50][CH:51]=1. Given the reactants FC1C=C(C2ON=C(C(N3C[C@H](CC(C)C)NC(=O)[C@@H]3CC(C)C)=O)C=2)C=CC=1F.[CH2:31]([C@@H:35]1[NH:40][CH2:39][C@H:38]([CH:41]([CH3:43])[CH3:42])[NH:37][C:36]1=[O:44])[CH:32]([CH3:34])[CH3:33].[F:45][C:46]1[CH:51]=[CH:50][C:49]([C:52]2[CH:56]=[C:55]([C:57](O)=[O:58])[O:54][N:53]=2)=[CH:48][CH:47]=1, predict the reaction product. (3) Given the reactants C[O:2][C:3]([C@@H:5]1[CH2:9][C@H:8]([N:10]2[CH2:18][C:17]3[C:12](=[CH:13][C:14]([NH:23][C:24]4[N:29]=[C:28]([NH:30][C:31]5[CH:36]=[CH:35][CH:34]=[CH:33][C:32]=5[S:37]([CH:40]([CH3:42])[CH3:41])(=[O:39])=[O:38])[C:27]([Cl:43])=[CH:26][N:25]=4)=[C:15]([O:19][CH:20]([CH3:22])[CH3:21])[CH:16]=3)[C:11]2=[O:44])[CH2:7][NH:6]1)=O.CO.[NH3:47], predict the reaction product. The product is: [Cl:43][C:27]1[C:28]([NH:30][C:31]2[CH:36]=[CH:35][CH:34]=[CH:33][C:32]=2[S:37]([CH:40]([CH3:41])[CH3:42])(=[O:39])=[O:38])=[N:29][C:24]([NH:23][C:14]2[CH:13]=[C:12]3[C:17]([CH2:18][N:10]([C@@H:8]4[CH2:7][NH:6][C@H:5]([C:3]([NH2:47])=[O:2])[CH2:9]4)[C:11]3=[O:44])=[CH:16][C:15]=2[O:19][CH:20]([CH3:21])[CH3:22])=[N:25][CH:26]=1. (4) Given the reactants [F:1][C:2]([F:8])([F:7])[S:3]([OH:6])(=[O:5])=[O:4].[CH2:9]([N:11]([CH2:14][CH3:15])[CH2:12][CH3:13])[CH3:10], predict the reaction product. The product is: [F:1][C:2]([F:8])([F:7])[S:3]([O-:6])(=[O:5])=[O:4].[CH2:9]([NH+:11]([CH2:14][CH3:15])[CH2:12][CH3:13])[CH3:10]. (5) Given the reactants [C:1]1(NS(C(F)(F)F)(=O)=O)[CH:6]=[CH:5][CH:4]=[CH:3][CH:2]=1.[CH3:15][C:16]([N:18]([CH3:20])C)=O.[CH2:21]([O:28][C:29]1[CH:30]=[C:31](B(O)O)[CH:32]=[CH:33][CH:34]=1)[C:22]1[CH:27]=[CH:26][CH:25]=[CH:24][CH:23]=1.[C:38](=O)([O-])[O-].[K+].[K+].[CH2:44]1[CH2:48]O[CH2:46][CH2:45]1, predict the reaction product. The product is: [CH2:20]([N:18]1[CH:16]2[CH2:15][CH2:48][CH:44]1[CH:45]=[C:46]([C:31]1[CH:32]=[CH:33][CH:34]=[C:29]([O:28][CH2:21][C:22]3[CH:27]=[CH:26][CH:25]=[CH:24][CH:23]=3)[CH:30]=1)[CH2:38]2)[C:1]1[CH:6]=[CH:5][CH:4]=[CH:3][CH:2]=1.